This data is from Reaction yield outcomes from USPTO patents with 853,638 reactions. The task is: Predict the reaction yield, written as a fraction of the theoretical maximum amount of product (1.0 means a 100% yield; for example, 0.34 means a 34% yield). (1) The reactants are I[C:2]1[C:10]2[C:5](=[CH:6][CH:7]=[CH:8][C:9]=2[N+:11]([O-])=O)[N:4]([CH2:14][C:15]2[CH:20]=[CH:19][CH:18]=[C:17]([C:21]([F:24])([F:23])[F:22])[CH:16]=2)[N:3]=1.[NH4+].[Cl-]. The catalyst is [Zn].CO. The product is [F:24][C:21]([F:22])([F:23])[C:17]1[CH:16]=[C:15]([CH:20]=[CH:19][CH:18]=1)[CH2:14][N:4]1[C:5]2[CH:6]=[CH:7][CH:8]=[C:9]([NH2:11])[C:10]=2[CH:2]=[N:3]1. The yield is 0.340. (2) The reactants are [O:1]=[C:2]1[N:8]2[CH2:9][C@H:10](C3C=C([N+]([O-])=O)C=CC=3C([O-])=O)[CH2:11][C@H:7]2[CH2:6][N:5]([C:24]2[CH:29]=[CH:28][C:27]([C:30]([F:33])([F:32])[F:31])=[CH:26][N:25]=2)[CH2:4][CH2:3]1.C(=O)([O-])[O-:35].[K+].[K+].C(OCC)(=O)C.CO. The catalyst is CO. The product is [OH:35][C@@H:10]1[CH2:9][N:8]2[C:2](=[O:1])[CH2:3][CH2:4][N:5]([C:24]3[CH:29]=[CH:28][C:27]([C:30]([F:31])([F:32])[F:33])=[CH:26][N:25]=3)[CH2:6][C@@H:7]2[CH2:11]1. The yield is 0.850.